Task: Predict the product of the given reaction.. Dataset: Forward reaction prediction with 1.9M reactions from USPTO patents (1976-2016) (1) The product is: [CH2:1]([O:8][C@@H:9]1[C@H:14]2[N:15]=[C:16]([NH:41][CH2:38][CH2:39][CH3:40])[O:17][C@H:13]2[CH2:12][C@H:11]([CH2:19][O:20][CH2:21][C:22]2[CH:23]=[CH:24][CH:25]=[CH:26][CH:27]=2)[C@H:10]1[OH:28])[C:2]1[CH:3]=[CH:4][CH:5]=[CH:6][CH:7]=1. Given the reactants [CH2:1]([O:8][C@@H:9]1[C@H:14]2[NH:15][C:16](=O)[O:17][C@H:13]2[CH2:12][C@H:11]([CH2:19][O:20][CH2:21][C:22]2[CH:27]=[CH:26][CH:25]=[CH:24][CH:23]=2)[C@H:10]1[OH:28])[C:2]1[CH:7]=[CH:6][CH:5]=[CH:4][CH:3]=1.O(C)S(C(F)(F)F)(=O)=O.[CH2:38]([NH2:41])[CH2:39][CH3:40], predict the reaction product. (2) Given the reactants BrC1C=C2C(=CC=1)N=CN=C2Cl.COC1C=C(B(O)O)C=CC=1OC.C([O-])([O-])=O.[K+].[K+].Br[C:33]1[CH:34]=[C:35]2[C:40](=[CH:41][CH:42]=1)[N:39]=[CH:38][N:37]=[C:36]2[C:43]1[CH:48]=[CH:47][C:46]([O:49][CH3:50])=[C:45]([O:51][CH3:52])[CH:44]=1.[C:53]([O:57][C:58]([N:60]1[CH2:65][CH2:64][N:63]([C:66]2[CH:71]=[CH:70][C:69](B3OC(C)(C)C(C)(C)O3)=[CH:68][N:67]=2)[CH2:62][CH2:61]1)=[O:59])([CH3:56])([CH3:55])[CH3:54], predict the reaction product. The product is: [C:53]([O:57][C:58]([N:60]1[CH2:65][CH2:64][N:63]([C:66]2[CH:71]=[CH:70][C:69]([C:33]3[CH:34]=[C:35]4[C:40](=[CH:41][CH:42]=3)[N:39]=[CH:38][N:37]=[C:36]4[C:43]3[CH:48]=[CH:47][C:46]([O:49][CH3:50])=[C:45]([O:51][CH3:52])[CH:44]=3)=[CH:68][N:67]=2)[CH2:62][CH2:61]1)=[O:59])([CH3:56])([CH3:54])[CH3:55]. (3) Given the reactants [C:1]1(=[O:11])[NH:5][C:4](=[O:6])[C:3]2=[CH:7][CH:8]=[CH:9][CH:10]=[C:2]12.[CH3:12][C:13](C)([O-:15])[CH3:14].[K+].C([C@@H]1OC1)Cl, predict the reaction product. The product is: [CH2:12]([C:10]1[CH:9]=[CH:8][CH:7]=[C:3]2[C:4]([NH:5][C:1](=[O:11])[C:2]=12)=[O:6])[C@H:13]1[O:15][CH2:14]1. (4) Given the reactants [CH2:1]([O:5][C:6]1[N:14]=[C:13]2[C:9]([N:10]=[C:11]([O:24]C)[N:12]2[CH2:15][C:16]2[CH:21]=[CH:20][CH:19]=[C:18]([CH2:22]O)[N:17]=2)=[C:8]([NH2:26])[N:7]=1)[CH2:2][CH2:3][CH3:4].S(Cl)(Cl)=O.[O-][C:32]#[N:33].[Na+], predict the reaction product. The product is: [CH2:1]([O:5][C:6]1[N:14]=[C:13]2[C:9]([N:10]=[C:11]([OH:24])[N:12]2[CH2:15][C:16]2[CH:21]=[CH:20][CH:19]=[C:18]([CH2:22][C:32]#[N:33])[N:17]=2)=[C:8]([NH2:26])[N:7]=1)[CH2:2][CH2:3][CH3:4]. (5) Given the reactants [NH2:1][C:2]1[CH:3]=[C:4]([CH:17]=[CH:18][CH:19]=1)[O:5][C:6]1[C:15]2[N:14]=[CH:13][C:12](=[O:16])[NH:11][C:10]=2[N:9]=[CH:8][CH:7]=1.[C:20]([C:24]1[CH:28]=[C:27]([N:29]=[C:30]=[O:31])[N:26]([C:32]2[CH:37]=[CH:36][CH:35]=[CH:34][CH:33]=2)[N:25]=1)([CH3:23])([CH3:22])[CH3:21], predict the reaction product. The product is: [C:20]([C:24]1[CH:28]=[C:27]([NH:29][C:30]([NH:1][C:2]2[CH:19]=[CH:18][CH:17]=[C:4]([O:5][C:6]3[C:15]4[N:14]=[CH:13][C:12](=[O:16])[NH:11][C:10]=4[N:9]=[CH:8][CH:7]=3)[CH:3]=2)=[O:31])[N:26]([C:32]2[CH:37]=[CH:36][CH:35]=[CH:34][CH:33]=2)[N:25]=1)([CH3:23])([CH3:21])[CH3:22].